From a dataset of Catalyst prediction with 721,799 reactions and 888 catalyst types from USPTO. Predict which catalyst facilitates the given reaction. (1) Reactant: O.[CH2:2]([N:13]([CH2:18][C:19]([OH:21])=[O:20])[CH2:14][C:15]([OH:17])=[O:16])[CH2:3][N:4]([CH2:9][C:10]([OH:12])=[O:11])[CH2:5][C:6]([OH:8])=[O:7].[Na].[Na]. Product: [CH2:3]([N:4]([CH2:9][C:10]([OH:12])=[O:11])[CH2:5][C:6]([OH:8])=[O:7])[CH2:2][N:13]([CH2:18][C:19]([OH:21])=[O:20])[CH2:14][C:15]([OH:17])=[O:16]. The catalyst class is: 6. (2) Reactant: [NH2:1][CH2:2][CH:3]1[O:7]C(C)(C)[O:5][CH:4]1[CH2:10][N:11]([C:23]1[CH:28]=[CH:27][N:26]=[C:25]([NH:29][CH:30]([CH3:32])[CH3:31])[N:24]=1)[C:12]([C:14]1[CH:15]=[CH:16][C:17]2[O:21][CH2:20][CH2:19][C:18]=2[CH:22]=1)=[O:13].Cl. The catalyst class is: 2. Product: [NH2:1][CH2:2][CH:3]([OH:7])[CH:4]([OH:5])[CH2:10][N:11]([C:23]1[CH:28]=[CH:27][N:26]=[C:25]([NH:29][CH:30]([CH3:31])[CH3:32])[N:24]=1)[C:12]([C:14]1[CH:15]=[CH:16][C:17]2[O:21][CH2:20][CH2:19][C:18]=2[CH:22]=1)=[O:13]. (3) Reactant: [C:1]([OH:7])(=[O:6])[CH2:2][CH2:3][CH:4]=[CH2:5].[CH2:8](I)[CH3:9].C(=O)([O-])[O-].[K+].[K+].C1OCCOCCOCCOCCOCCOC1. Product: [C:1]([O:7][CH2:8][CH3:9])(=[O:6])[CH2:2][CH2:3][CH:4]=[CH2:5]. The catalyst class is: 1. (4) Reactant: [NH2:1][C:2]1[CH:3]=[CH:4][C:5]2[O:9][C:8](=[O:10])[NH:7][C:6]=2[CH:11]=1.[F:12][C:13]1[CH:30]=[CH:29][C:16]([CH2:17][CH:18]2[CH2:23][CH2:22][N:21]([C:24](=[O:28])[C:25](O)=[O:26])[CH2:20][CH2:19]2)=[CH:15][CH:14]=1. Product: [F:12][C:13]1[CH:30]=[CH:29][C:16]([CH2:17][CH:18]2[CH2:19][CH2:20][N:21]([C:24](=[O:28])[C:25]([NH:1][C:2]3[CH:3]=[CH:4][C:5]4[O:9][C:8](=[O:10])[NH:7][C:6]=4[CH:11]=3)=[O:26])[CH2:22][CH2:23]2)=[CH:15][CH:14]=1. The catalyst class is: 6.